This data is from Forward reaction prediction with 1.9M reactions from USPTO patents (1976-2016). The task is: Predict the product of the given reaction. Given the reactants [Br:1][C:2]1[CH:3]=[C:4]([C:14]([F:17])([F:16])[F:15])[C:5]2[N:6]([CH:8]=[C:9]([C:11]([OH:13])=[O:12])[N:10]=2)[CH:7]=1.OS(O)(=O)=O.[N+:23]([O-])([OH:25])=[O:24], predict the reaction product. The product is: [Br:1][C:2]1[CH:3]=[C:4]([C:14]([F:16])([F:17])[F:15])[C:5]2[N:6]([C:8]([N+:23]([O-:25])=[O:24])=[C:9]([C:11]([OH:13])=[O:12])[N:10]=2)[CH:7]=1.